From a dataset of Reaction yield outcomes from USPTO patents with 853,638 reactions. Predict the reaction yield, written as a fraction of the theoretical maximum amount of product (1.0 means a 100% yield; for example, 0.34 means a 34% yield). (1) The yield is 0.950. The product is [Cl:1][C:2]1[N:7]=[N:6][C:5]([C:8]([CH3:15])([CH3:14])[C:9]([O:11][CH2:12][CH3:13])=[O:10])=[CH:4][CH:3]=1. The reactants are [Cl:1][C:2]1[N:7]=[N:6][C:5]([CH:8]([CH3:14])[C:9]([O:11][CH2:12][CH3:13])=[O:10])=[CH:4][CH:3]=1.[CH3:15][Si](C)(C)[N-][Si](C)(C)C.[Li+].IC. The catalyst is C1COCC1. (2) The reactants are [NH2:1][C:2]1[CH:3]=[C:4]([SH:8])[CH:5]=[CH:6][CH:7]=1.[C:9](OC(=O)C)(=[O:11])[CH3:10].C(N(CC)CC)C. The catalyst is C(Cl)Cl. The product is [SH:8][C:4]1[CH:3]=[C:2]([NH:1][C:9](=[O:11])[CH3:10])[CH:7]=[CH:6][CH:5]=1. The yield is 0.870. (3) The reactants are [CH:1]([C:4]1[CH:13]=[C:12]2[C:7]([C:8](=[O:20])[N:9]([NH:15][S:16]([CH3:19])(=[O:18])=[O:17])[C:10](=[O:14])[NH:11]2)=[CH:6][C:5]=1[C:21]1[N:22]([CH3:26])[N:23]=[CH:24][CH:25]=1)([CH3:3])[CH3:2].ClCCl.[C:30](Cl)(=[O:32])[CH3:31].C(=O)([O-])O.[Na+]. The catalyst is C(N(CC)CC)C. The product is [C:30]([N:15]([N:9]1[C:8](=[O:20])[C:7]2[C:12](=[CH:13][C:4]([CH:1]([CH3:3])[CH3:2])=[C:5]([C:21]3[N:22]([CH3:26])[N:23]=[CH:24][CH:25]=3)[CH:6]=2)[NH:11][C:10]1=[O:14])[S:16]([CH3:19])(=[O:17])=[O:18])(=[O:32])[CH3:31]. The yield is 0.960. (4) The reactants are [C:1]([O:5][C:6]([NH:8][CH:9]([O:19][C:20](=[O:26])[CH2:21][CH2:22][CH2:23][CH2:24][CH3:25])[C@H:10]([CH3:18])[CH:11]=[CH:12][C:13]1[S:14][CH:15]=[CH:16][CH:17]=1)=[O:7])([CH3:4])([CH3:3])[CH3:2]. The catalyst is C(O)C.[Pd]. The product is [C:1]([O:5][C:6]([NH:8][CH:9]([O:19][C:20](=[O:26])[CH2:21][CH2:22][CH2:23][CH2:24][CH3:25])[C@H:10]([CH3:18])[CH2:11][CH2:12][C:13]1[S:14][CH:15]=[CH:16][CH:17]=1)=[O:7])([CH3:2])([CH3:4])[CH3:3]. The yield is 0.800. (5) The reactants are [NH2:1][CH2:2][CH2:3][NH:4][C:5](=[O:11])[O:6][C:7]([CH3:10])([CH3:9])[CH3:8].[CH:12](=O)[C:13]1[CH:18]=[CH:17][CH:16]=[CH:15][CH:14]=1.[O-]S([O-])(=O)=O.[Mg+2].CCN(CC)CC. No catalyst specified. The product is [CH2:12]([NH:1][CH2:2][CH2:3][NH:4][C:5](=[O:11])[O:6][C:7]([CH3:8])([CH3:10])[CH3:9])[C:13]1[CH:18]=[CH:17][CH:16]=[CH:15][CH:14]=1. The yield is 0.230. (6) The product is [CH3:1][C:2]1([CH3:32])[CH:6]([C:7]2[CH:8]=[CH:9][C:10]([CH3:13])=[CH:11][CH:12]=2)[C:5]2[C:14]([CH3:31])=[C:15]([N:20]3[CH2:21][C:22]4[C:27](=[CH:26][CH:25]=[CH:24][CH:23]=4)[CH2:28]3)[C:16]([CH3:19])=[C:17]([CH3:18])[C:4]=2[O:3]1. The yield is 0.460. The reactants are [CH3:1][C:2]1([CH3:32])[CH:6]([C:7]2[CH:12]=[CH:11][C:10]([CH3:13])=[CH:9][CH:8]=2)[C:5]2[C:14]([CH3:31])=[C:15]([N:20]3[C:28](=O)[C:27]4[C:22](=[CH:23][CH:24]=[CH:25][CH:26]=4)[C:21]3=O)[C:16]([CH3:19])=[C:17]([CH3:18])[C:4]=2[O:3]1. The catalyst is CCCCCC. (7) The reactants are [CH3:1][O:2][C:3]1[CH:4]=[C:5]2[C:10](=[CH:11][C:12]=1[O:13][CH3:14])[N:9]=[CH:8][CH:7]=[C:6]2[O:15][C:16]1[C:22]([CH3:23])=[CH:21][C:19]([NH2:20])=[C:18]([CH3:24])[CH:17]=1.Cl[C:26](Cl)([O:28]C(=O)OC(Cl)(Cl)Cl)Cl.[CH3:37][CH2:38][CH2:39][CH2:40][CH:41]([OH:46])[CH2:42][CH2:43][CH2:44][CH3:45].C(=O)(O)[O-].[Na+]. The catalyst is C(Cl)Cl.C(N(CC)CC)C.C1(C)C=CC=CC=1. The product is [CH3:1][O:2][C:3]1[CH:4]=[C:5]2[C:10](=[CH:11][C:12]=1[O:13][CH3:14])[N:9]=[CH:8][CH:7]=[C:6]2[O:15][C:16]1[C:22]([CH3:23])=[CH:21][C:19]([NH:20][C:26](=[O:28])[O:46][CH:41]([CH2:42][CH2:43][CH2:44][CH3:45])[CH2:40][CH2:39][CH2:38][CH3:37])=[C:18]([CH3:24])[CH:17]=1. The yield is 0.700.